From a dataset of Forward reaction prediction with 1.9M reactions from USPTO patents (1976-2016). Predict the product of the given reaction. (1) Given the reactants [CH:1]1([C:4]([NH2:6])=[NH:5])[CH2:3][CH2:2]1.[CH:7](=[C:14]([C:17]#[N:18])[C:15]#[N:16])[C:8]1[CH:13]=[CH:12][CH:11]=[CH:10][CH:9]=1, predict the reaction product. The product is: [NH2:18][CH2:17][C:14]1[C:15]([NH2:16])=[N:5][C:4]([CH:1]2[CH2:3][CH2:2]2)=[N:6][C:7]=1[C:8]1[CH:13]=[CH:12][CH:11]=[CH:10][CH:9]=1. (2) Given the reactants [Br-].[CH3:2][O:3][C:4]1[CH:5]=[C:6]([C:13]2[CH:14]=[N+:15]([CH2:19][CH:20]=[CH2:21])[CH:16]=[CH:17][CH:18]=2)[CH:7]=[CH:8][C:9]=1[N+:10]([O-:12])=[O:11].[BH3-]C#N.[Na+], predict the reaction product. The product is: [CH3:2][O:3][C:4]1[CH:5]=[C:6]([C:13]2[CH2:14][N:15]([CH2:19][CH:20]=[CH2:21])[CH2:16][CH2:17][CH:18]=2)[CH:7]=[CH:8][C:9]=1[N+:10]([O-:12])=[O:11]. (3) Given the reactants [C:1]([N:9]1[CH2:13][CH2:12][C:11]([C:14]2[CH:19]=[CH:18][CH:17]=[CH:16][CH:15]=2)=[N:10]1)(=[O:8])[C:2]1[CH:7]=[CH:6][CH:5]=[N:4][CH:3]=1.[ClH:20].C(O)C, predict the reaction product. The product is: [ClH:20].[C:1]([N:9]1[CH2:13][CH2:12][C:11]([C:14]2[CH:19]=[CH:18][CH:17]=[CH:16][CH:15]=2)=[N:10]1)(=[O:8])[C:2]1[CH:7]=[CH:6][CH:5]=[N:4][CH:3]=1. (4) The product is: [C:13]1([CH:11]([N:9]2[CH:8]3[C:6](=[O:7])[N:5]([CH2:23][CH2:24][C:13]4[CH:22]=[CH:17][CH:16]=[CH:15][CH:14]=4)[CH2:1][CH2:2][CH:3]3[CH2:4][CH2:10]2)[CH3:12])[C:22]2[C:17](=[CH:18][CH:19]=[CH:20][CH:21]=2)[CH:16]=[CH:15][CH:14]=1. Given the reactants [CH2:1]([N:5]([CH2:23][CH2:24]C1C=CC=CC=1)[C:6]([CH:8]1[CH2:10][N:9]1[CH:11]([C:13]1[C:22]2[C:17](=[CH:18][CH:19]=[CH:20][CH:21]=2)[CH:16]=[CH:15][CH:14]=1)[CH3:12])=[O:7])[CH2:2][CH:3]=[CH2:4], predict the reaction product.